Dataset: Peptide-MHC class I binding affinity with 185,985 pairs from IEDB/IMGT. Task: Regression. Given a peptide amino acid sequence and an MHC pseudo amino acid sequence, predict their binding affinity value. This is MHC class I binding data. (1) The peptide sequence is RVKQHMASM. The MHC is HLA-C15:02 with pseudo-sequence HLA-C15:02. The binding affinity (normalized) is 0.373. (2) The peptide sequence is ELIKAMNHF. The MHC is HLA-A31:01 with pseudo-sequence HLA-A31:01. The binding affinity (normalized) is 0.0847. (3) The peptide sequence is RVFGFRTAK. The MHC is HLA-B15:01 with pseudo-sequence HLA-B15:01. The binding affinity (normalized) is 0.0847. (4) The MHC is HLA-A11:01 with pseudo-sequence HLA-A11:01. The peptide sequence is YSMCTGKFK. The binding affinity (normalized) is 0.417. (5) The MHC is HLA-A02:01 with pseudo-sequence HLA-A02:01. The binding affinity (normalized) is 0.381. The peptide sequence is LLHQSSDKFV.